From a dataset of Forward reaction prediction with 1.9M reactions from USPTO patents (1976-2016). Predict the product of the given reaction. (1) Given the reactants [C:1]1([OH:7])[CH:6]=[CH:5][CH:4]=[CH:3][CH:2]=1.[OH-].C([N+](CCCC)(CCCC)CCCC)CCC.I[CH2:27][CH2:28][CH2:29][CH2:30][CH2:31][CH2:32][O:33][C:34]1[C:43]2[C:38](=[CH:39][CH:40]=[CH:41][CH:42]=2)[C:37](=[O:44])[C:36](=[O:45])[CH:35]=1, predict the reaction product. The product is: [C:1]1([O:7][CH2:27][CH2:28][CH2:29][CH2:30][CH2:31][CH2:32][O:33][C:34]2[C:43]3[C:38](=[CH:39][CH:40]=[CH:41][CH:42]=3)[C:37](=[O:44])[C:36](=[O:45])[CH:35]=2)[CH:6]=[CH:5][CH:4]=[CH:3][CH:2]=1. (2) Given the reactants [F:1][C:2]1[C:7]([F:8])=[CH:6][CH:5]=[CH:4][C:3]=1[C:9]1[N:17]=[C:12]2[CH:13]=[N:14][NH:15][CH:16]=[C:11]2[N:10]=1.Cl[CH2:19][C:20]1[O:24][N:23]=[C:22]([C:25]2[CH:37]=[CH:36][C:28]([CH2:29][N:30]3[CH2:35][CH2:34][CH2:33][CH2:32][CH2:31]3)=[CH:27][CH:26]=2)[CH:21]=1, predict the reaction product. The product is: [F:1][C:2]1[C:7]([F:8])=[CH:6][CH:5]=[CH:4][C:3]=1[C:9]1[N:17]=[C:12]2[CH:13]=[N:14][N:15]([CH2:19][C:20]3[O:24][N:23]=[C:22]([C:25]4[CH:26]=[CH:27][C:28]([CH2:29][N:30]5[CH2:35][CH2:34][CH2:33][CH2:32][CH2:31]5)=[CH:36][CH:37]=4)[CH:21]=3)[CH:16]=[C:11]2[N:10]=1. (3) Given the reactants [Br:1][C:2]1[CH:3]=[C:4]2[C:8](=[CH:9][CH:10]=1)[NH:7][N:6]=[C:5]2/[CH:11]=[C:12]1\[O:13][C:14]2[C:21]([CH2:22][N:23]3[CH2:28][CH2:27][N:26](C(OC(C)(C)C)=O)[CH2:25][CH2:24]3)=[C:20]([O:36][CH3:37])[CH:19]=[CH:18][C:15]=2[C:16]\1=[O:17].FC(F)(F)C(O)=O, predict the reaction product. The product is: [Br:1][C:2]1[CH:3]=[C:4]2[C:8](=[CH:9][CH:10]=1)[NH:7][N:6]=[C:5]2/[CH:11]=[C:12]1\[O:13][C:14]2[C:21]([CH2:22][N:23]3[CH2:24][CH2:25][NH:26][CH2:27][CH2:28]3)=[C:20]([O:36][CH3:37])[CH:19]=[CH:18][C:15]=2[C:16]\1=[O:17]. (4) Given the reactants [CH3:1][O:2][C:3](=[O:17])[C:4]1[CH:9]=[CH:8][C:7]([N:10]2[CH2:15][CH2:14][C:13](=[O:16])[CH2:12][CH2:11]2)=[CH:6][CH:5]=1, predict the reaction product. The product is: [CH3:1][O:2][C:3](=[O:17])[C:4]1[CH:5]=[CH:6][C:7]([N:10]2[CH2:15][CH2:14][C:13](=[O:16])[C:12](=[CH:7][N:10]([CH3:15])[CH3:11])[CH2:11]2)=[CH:8][CH:9]=1. (5) Given the reactants [Li+].[OH-].[Cl:3][C:4]1[CH:9]=[CH:8][C:7]([C@@H:10]([N:12]2[C:24]3[C@@H:23]([CH2:25][C:26]([O:28]CC)=[O:27])[CH2:22][CH2:21][CH2:20][C:19]=3[C:18]3[C:13]2=[C:14]([S:32]([CH3:35])(=[O:34])=[O:33])[CH:15]=[C:16]([F:31])[CH:17]=3)[CH3:11])=[CH:6][CH:5]=1.CC(O)=O, predict the reaction product. The product is: [Cl:3][C:4]1[CH:5]=[CH:6][C:7]([C@@H:10]([N:12]2[C:24]3[C@@H:23]([CH2:25][C:26]([OH:28])=[O:27])[CH2:22][CH2:21][CH2:20][C:19]=3[C:18]3[C:13]2=[C:14]([S:32]([CH3:35])(=[O:33])=[O:34])[CH:15]=[C:16]([F:31])[CH:17]=3)[CH3:11])=[CH:8][CH:9]=1. (6) Given the reactants [OH:1][C@@H:2]1[CH2:6][CH2:5][N:4]([C:7]([O:9][C:10]([CH3:13])([CH3:12])[CH3:11])=[O:8])[CH2:3]1.[H-].[Na+].[CH3:16]I, predict the reaction product. The product is: [CH3:16][O:1][C@@H:2]1[CH2:6][CH2:5][N:4]([C:7]([O:9][C:10]([CH3:13])([CH3:12])[CH3:11])=[O:8])[CH2:3]1. (7) Given the reactants [C:1]1([CH3:21])[CH:6]=[CH:5][CH:4]=[CH:3][C:2]=1[C:7]1[CH:8]=[C:9]([NH:13][C:14]2[CH:19]=[CH:18][C:17](Br)=[CH:16][CH:15]=2)[CH:10]=[CH:11][CH:12]=1.[CH2:22]([Sn](CCCC)(CCCC)C=C)[CH2:23]CC, predict the reaction product. The product is: [C:1]1([CH3:21])[CH:6]=[CH:5][CH:4]=[CH:3][C:2]=1[C:7]1[CH:8]=[C:9]([NH:13][C:14]2[CH:19]=[CH:18][C:17]([CH:22]=[CH2:23])=[CH:16][CH:15]=2)[CH:10]=[CH:11][CH:12]=1.